From a dataset of Peptide-MHC class I binding affinity with 185,985 pairs from IEDB/IMGT. Regression. Given a peptide amino acid sequence and an MHC pseudo amino acid sequence, predict their binding affinity value. This is MHC class I binding data. (1) The peptide sequence is KYRLKHIVW. The MHC is HLA-A26:01 with pseudo-sequence HLA-A26:01. The binding affinity (normalized) is 0. (2) The peptide sequence is SAYYLDIGF. The MHC is HLA-A02:19 with pseudo-sequence HLA-A02:19. The binding affinity (normalized) is 0.0847.